Task: Predict the product of the given reaction.. Dataset: Forward reaction prediction with 1.9M reactions from USPTO patents (1976-2016) (1) Given the reactants [CH2:1]([OH:10])[CH2:2][CH2:3][CH2:4][CH2:5][CH2:6][CH2:7][CH:8]=[CH2:9].[CH2:11]=[CH:12][CH2:13]CC, predict the reaction product. The product is: [CH2:1]([OH:10])[CH2:2][CH2:3][CH2:4][CH2:5][CH2:6][CH2:7]/[CH:8]=[CH:9]\[CH2:11][CH2:12][CH3:13]. (2) Given the reactants [F:1][C:2]1[CH:3]=[C:4]([CH:10]([CH2:15][CH:16]2[CH2:21][CH2:20][O:19][CH2:18][CH2:17]2)[C:11](=[O:14])[CH:12]=[CH2:13])[CH:5]=[CH:6][C:7]=1[S:8][CH3:9].[N:22]1[CH:27]=[CH:26][N:25]=[CH:24][C:23]=1[CH:28]=[O:29].C(N(CC)CC)C, predict the reaction product. The product is: [F:1][C:2]1[CH:3]=[C:4]([CH:10]([CH2:15][CH:16]2[CH2:21][CH2:20][O:19][CH2:18][CH2:17]2)[C:11](=[O:14])[CH2:12][CH2:13][C:28]([C:23]2[CH:24]=[N:25][CH:26]=[CH:27][N:22]=2)=[O:29])[CH:5]=[CH:6][C:7]=1[S:8][CH3:9]. (3) Given the reactants Br[C:2]1[CH:7]=[CH:6][CH:5]=[CH:4][C:3]=1[CH3:8].[F:9][C:10]1[CH:15]=[CH:14][CH:13]=[C:12]([O:16][CH3:17])[C:11]=1B(O)O.C(=O)([O-])[O-].[Na+].[Na+], predict the reaction product. The product is: [CH3:17][O:16][C:12]1[C:11]([C:2]2[CH:7]=[CH:6][CH:5]=[CH:4][C:3]=2[CH3:8])=[C:10]([F:9])[CH:15]=[CH:14][CH:13]=1. (4) The product is: [C:24]([C:11]1[C:12]2[S:16][C:15]([NH:17][C:18]([NH:20][CH2:21][CH3:22])=[O:19])=[N:14][C:13]=2[CH:23]=[C:9]([O:8][CH2:1][C:2]2[CH:3]=[CH:4][CH:5]=[CH:6][CH:7]=2)[CH:10]=1)(=[O:26])[CH3:25]. Given the reactants [CH2:1]([O:8][C:9]1[CH:10]=[C:11]([C:24]([O:26]CC)=[CH2:25])[C:12]2[S:16][C:15]([NH:17][C:18]([NH:20][CH2:21][CH3:22])=[O:19])=[N:14][C:13]=2[CH:23]=1)[C:2]1[CH:7]=[CH:6][CH:5]=[CH:4][CH:3]=1.Cl, predict the reaction product. (5) Given the reactants Cl.[C:2]([S:21][CH2:22][CH2:23][NH2:24])([C:15]1[CH:20]=[CH:19][CH:18]=[CH:17][CH:16]=1)([C:9]1[CH:14]=[CH:13][CH:12]=[CH:11][CH:10]=1)[C:3]1[CH:8]=[CH:7][CH:6]=[CH:5][CH:4]=1.[CH3:25][O:26][C:27]1[CH:28]=[C:29]2[C:33](=[C:34]([NH:36][S:37]([C:40]3[S:41][CH:42]=[CH:43][CH:44]=3)(=[O:39])=[O:38])[CH:35]=1)[NH:32][C:31]([C:45](O)=[O:46])=[CH:30]2.N1(O)C2C=CC=CC=2N=N1.Cl.CN(C)CCCN=C=NCC, predict the reaction product. The product is: [CH3:25][O:26][C:27]1[CH:28]=[C:29]2[C:33](=[C:34]([NH:36][S:37]([C:40]3[S:41][CH:42]=[CH:43][CH:44]=3)(=[O:39])=[O:38])[CH:35]=1)[NH:32][C:31]([C:45]([NH:24][CH2:23][CH2:22][S:21][C:2]([C:9]1[CH:14]=[CH:13][CH:12]=[CH:11][CH:10]=1)([C:15]1[CH:16]=[CH:17][CH:18]=[CH:19][CH:20]=1)[C:3]1[CH:8]=[CH:7][CH:6]=[CH:5][CH:4]=1)=[O:46])=[CH:30]2.